Regression. Given a peptide amino acid sequence and an MHC pseudo amino acid sequence, predict their binding affinity value. This is MHC class I binding data. From a dataset of Peptide-MHC class I binding affinity with 185,985 pairs from IEDB/IMGT. (1) The peptide sequence is MQDVFTFYV. The MHC is HLA-A29:02 with pseudo-sequence HLA-A29:02. The binding affinity (normalized) is 0.0847. (2) The peptide sequence is TSTEYERLL. The MHC is H-2-Kb with pseudo-sequence H-2-Kb. The binding affinity (normalized) is 0.185. (3) The peptide sequence is RLYYDSMSY. The MHC is BoLA-D18.4 with pseudo-sequence BoLA-D18.4. The binding affinity (normalized) is 0.389. (4) The peptide sequence is GRKTPLLCF. The MHC is HLA-A26:01 with pseudo-sequence HLA-A26:01. The binding affinity (normalized) is 0.0847. (5) The peptide sequence is SVANIDRIK. The MHC is HLA-B57:01 with pseudo-sequence HLA-B57:01. The binding affinity (normalized) is 0.0847. (6) The peptide sequence is HPRQFLAFL. The MHC is HLA-A11:01 with pseudo-sequence HLA-A11:01. The binding affinity (normalized) is 0.0847. (7) The peptide sequence is ISDNKKEYK. The MHC is HLA-A31:01 with pseudo-sequence HLA-A31:01. The binding affinity (normalized) is 0.306. (8) The binding affinity (normalized) is 0.0847. The MHC is HLA-B27:03 with pseudo-sequence HLA-B27:03. The peptide sequence is SMLCWLGMT.